Dataset: NCI-60 drug combinations with 297,098 pairs across 59 cell lines. Task: Regression. Given two drug SMILES strings and cell line genomic features, predict the synergy score measuring deviation from expected non-interaction effect. (1) Drug 1: C1CC(=O)NC(=O)C1N2CC3=C(C2=O)C=CC=C3N. Drug 2: C1=CC(=CC=C1CCCC(=O)O)N(CCCl)CCCl. Cell line: MDA-MB-435. Synergy scores: CSS=0.538, Synergy_ZIP=-1.75, Synergy_Bliss=-4.14, Synergy_Loewe=-3.88, Synergy_HSA=-3.74. (2) Drug 1: CCCCCOC(=O)NC1=NC(=O)N(C=C1F)C2C(C(C(O2)C)O)O. Drug 2: CC1C(C(CC(O1)OC2CC(CC3=C2C(=C4C(=C3O)C(=O)C5=C(C4=O)C(=CC=C5)OC)O)(C(=O)CO)O)N)O.Cl. Cell line: DU-145. Synergy scores: CSS=19.5, Synergy_ZIP=-0.818, Synergy_Bliss=-0.0183, Synergy_Loewe=-38.0, Synergy_HSA=-1.01. (3) Drug 1: COC1=C2C(=CC3=C1OC=C3)C=CC(=O)O2. Drug 2: C(CN)CNCCSP(=O)(O)O. Cell line: HCT116. Synergy scores: CSS=1.79, Synergy_ZIP=3.51, Synergy_Bliss=6.51, Synergy_Loewe=3.02, Synergy_HSA=1.61. (4) Drug 1: CCC1(CC2CC(C3=C(CCN(C2)C1)C4=CC=CC=C4N3)(C5=C(C=C6C(=C5)C78CCN9C7C(C=CC9)(C(C(C8N6C=O)(C(=O)OC)O)OC(=O)C)CC)OC)C(=O)OC)O.OS(=O)(=O)O. Drug 2: C1=NC2=C(N=C(N=C2N1C3C(C(C(O3)CO)O)O)F)N. Cell line: NCIH23. Synergy scores: CSS=37.7, Synergy_ZIP=-2.59, Synergy_Bliss=1.19, Synergy_Loewe=-30.5, Synergy_HSA=-0.468.